From a dataset of Catalyst prediction with 721,799 reactions and 888 catalyst types from USPTO. Predict which catalyst facilitates the given reaction. (1) Reactant: [Cl:1][C:2]1[CH:9]=[CH:8][C:5]([CH2:6]Br)=[CH:4][C:3]=1[O:10][CH3:11].[C:12]1(=[O:22])[NH:16][C:15](=[O:17])[C:14]2=[CH:18][CH:19]=[CH:20][CH:21]=[C:13]12.[K]. Product: [Cl:1][C:2]1[CH:9]=[CH:8][C:5]([CH2:6][N:16]2[C:15](=[O:17])[C:14]3=[CH:18][CH:19]=[CH:20][CH:21]=[C:13]3[C:12]2=[O:22])=[CH:4][C:3]=1[O:10][CH3:11]. The catalyst class is: 9. (2) Reactant: [H-].[Al+3].[Li+].[H-].[H-].[H-].[CH3:7][C:8]1[CH:31]=[CH:30][CH:29]=[C:28]([CH3:32])[C:9]=1[CH2:10][NH:11][C:12]1[C:20]2[N:19]=[C:18]([CH3:21])[N:17]([CH3:22])[C:16]=2[CH:15]=[C:14]([C:23](OCC)=[O:24])[CH:13]=1.[OH-].[K+].S([O-])([O-])(=O)=O.[Mg+2]. Product: [CH3:32][C:28]1[CH:29]=[CH:30][CH:31]=[C:8]([CH3:7])[C:9]=1[CH2:10][NH:11][C:12]1[C:20]2[N:19]=[C:18]([CH3:21])[N:17]([CH3:22])[C:16]=2[CH:15]=[C:14]([CH2:23][OH:24])[CH:13]=1. The catalyst class is: 30. (3) Reactant: [Cl:1][C:2]1[CH:3]=[C:4]([O:8][CH2:9][CH:10]2[CH2:14][CH2:13][CH2:12][N:11]2O)[CH:5]=[N:6][CH:7]=1.Cl.[O-:17][C:18]#[N:19].[K+]. Product: [Cl:1][C:2]1[CH:3]=[C:4]([O:8][CH2:9][CH:10]2[CH2:14][CH2:13][CH2:12][N:11]2[C:18]([NH2:19])=[O:17])[CH:5]=[N:6][CH:7]=1. The catalyst class is: 20. (4) Reactant: [H-].C([Al+]CC(C)C)C(C)C.[CH3:11][C:12]1[CH:17]=[CH:16][C:15]([I:18])=[CH:14][C:13]=1[O:19][CH2:20][CH2:21][CH2:22][CH2:23][CH2:24][CH2:25][CH3:26].C(C(C(C([O-])=O)O)O)([O-])=[O:28].[Na].[K]. Product: [CH2:20]([O:19][C:13]1[CH:14]=[C:15]([I:18])[CH:16]=[CH:17][C:12]=1[CH2:11][OH:28])[CH2:21][CH2:22][CH2:23][CH2:24][CH2:25][CH3:26]. The catalyst class is: 11. (5) Reactant: [Br:1][C:2]1[CH:7]=[C:6]([Cl:8])[CH:5]=[C:4]([Cl:9])[C:3]=1[CH2:10]Br.[C:12]1(=[O:22])[NH:16][C:15](=[O:17])[C:14]2=[CH:18][CH:19]=[CH:20][CH:21]=[C:13]12.C([O-])([O-])=O.[K+].[K+].C([O-])(O)=O.[Na+]. Product: [Br:1][C:2]1[CH:7]=[C:6]([Cl:8])[CH:5]=[C:4]([Cl:9])[C:3]=1[CH2:10][N:16]1[C:12](=[O:22])[C:13]2[C:14](=[CH:18][CH:19]=[CH:20][CH:21]=2)[C:15]1=[O:17]. The catalyst class is: 23. (6) Reactant: [C:1]([C:4]1[C:5](F)=[C:6]2[O:10][C:9]([CH:11]3[CH2:13][CH2:12]3)=[N:8][C:7]2=[C:14]([C:17]#[N:18])[C:15]=1[CH3:16])(=[O:3])[CH3:2].C(N(CC)CC)C.[CH3:27][N:28]([CH3:34])[C@H:29]1[CH2:33][CH2:32][NH:31][CH2:30]1.C(OCC)(=O)C. Product: [C:1]([C:4]1[C:5]([N:31]2[CH2:32][CH2:33][C@H:29]([N:28]([CH3:34])[CH3:27])[CH2:30]2)=[C:6]2[O:10][C:9]([CH:11]3[CH2:13][CH2:12]3)=[N:8][C:7]2=[C:14]([C:17]#[N:18])[C:15]=1[CH3:16])(=[O:3])[CH3:2]. The catalyst class is: 58. (7) Reactant: [Cl:1][C:2]1[C:11]2[C:6](=[CH:7][C:8]3[CH:15]=[C:14]([O:16][CH2:17][CH2:18][N:19]4[CH2:24][CH2:23][O:22][CH2:21][CH2:20]4)[C:13]([O:25][CH3:26])=[CH:12][C:9]=3[CH:10]=2)[N:5]=[CH:4][N:3]=1.[Br:27][C:28]1[CH:29]=[C:30]([CH:32]=[CH:33][CH:34]=1)[NH2:31].[ClH:35].N1C=CC=CC=1. Product: [ClH:1].[ClH:35].[Br:27][C:28]1[CH:29]=[C:30]([NH:31][C:2]2[C:11]3[C:6](=[CH:7][C:8]4[CH:15]=[C:14]([O:16][CH2:17][CH2:18][N:19]5[CH2:24][CH2:23][O:22][CH2:21][CH2:20]5)[C:13]([O:25][CH3:26])=[CH:12][C:9]=4[CH:10]=3)[N:5]=[CH:4][N:3]=2)[CH:32]=[CH:33][CH:34]=1. The catalyst class is: 32.